From a dataset of hERG Central: cardiac toxicity at 1µM, 10µM, and general inhibition. Predict hERG channel inhibition at various concentrations. (1) The molecule is CCC(C)c1ccc(NC(=O)COc2c(F)c(F)c(C(F)(F)F)c(F)c2F)cc1. Results: hERG_inhib (hERG inhibition (general)): blocker. (2) The molecule is Cl.O=C1[C@H]2CCCC[C@H]2C(=O)N1CCCCN1CCN(c2nsc3ccccc23)CC1. Results: hERG_inhib (hERG inhibition (general)): blocker. (3) The drug is CCCCCCCNC(=O)C1(CC2CC(c3cccc(Br)c3)=NO2)CCN(C(=O)CCCCCBr)CC1. Results: hERG_inhib (hERG inhibition (general)): blocker. (4) The drug is Cc1ccc(Cn2c(SCCN3CCCCC3)nc3c2c(=O)[nH]c(=O)n3C)cc1. Results: hERG_inhib (hERG inhibition (general)): blocker. (5) The drug is N#Cc1ccc(S(=O)(=O)N2CCN(CC(=O)Nc3ccccc3C(=O)NC3CC3)CC2)cc1. Results: hERG_inhib (hERG inhibition (general)): blocker.